From a dataset of Catalyst prediction with 721,799 reactions and 888 catalyst types from USPTO. Predict which catalyst facilitates the given reaction. (1) Reactant: C([O:3][C:4]([C:6]1[C:14]2[C:9](=[CH:10][CH:11]=[CH:12][CH:13]=2)[N:8]([CH2:15][CH2:16][CH2:17][O:18][CH3:19])[CH:7]=1)=[O:5])C.[OH-].[Na+]. Product: [CH3:19][O:18][CH2:17][CH2:16][CH2:15][N:8]1[C:9]2[C:14](=[CH:13][CH:12]=[CH:11][CH:10]=2)[C:6]([C:4]([OH:5])=[O:3])=[CH:7]1. The catalyst class is: 88. (2) Reactant: [CH2:1]([O:3][CH:4]([S:45][CH2:46][CH3:47])[C@@H:5]1[CH2:9][CH2:8][CH2:7][N:6]1[C:10](=[O:44])[C:11]1[CH:16]=[C:15]([O:17][CH3:18])[C:14]([O:19][CH2:20][CH2:21][CH2:22][O:23][C:24]2[C:38]([O:39][CH3:40])=[CH:37][C:27]3[C:28](=[O:36])[N:29]4[CH2:35][CH2:34][CH2:33][C@H:30]4[CH2:31][NH:32][C:26]=3[CH:25]=2)=[CH:13][C:12]=1[N+:41]([O-])=O)[CH3:2].CO.O.O.Cl[Sn]Cl.C([O-])(O)=O.[Na+]. Product: [CH2:1]([O:3][CH:4]([S:45][CH2:46][CH3:47])[C@@H:5]1[CH2:9][CH2:8][CH2:7][N:6]1[C:10](=[O:44])[C:11]1[CH:16]=[C:15]([O:17][CH3:18])[C:14]([O:19][CH2:20][CH2:21][CH2:22][O:23][C:24]2[C:38]([O:39][CH3:40])=[CH:37][C:27]3[C:28](=[O:36])[N:29]4[CH2:35][CH2:34][CH2:33][C@H:30]4[CH2:31][NH:32][C:26]=3[CH:25]=2)=[CH:13][C:12]=1[NH2:41])[CH3:2]. The catalyst class is: 4. (3) Reactant: FC1C=CC(CN(CCO)C(C2C(OCC3C=CC(OC)=CC=3)=C(OCC3C=CC(OC)=CC=3)[N:13]=[C:12]([C:36]3[CH:41]=[CH:40][C:39](C)=[CH:38][CH:37]=3)N=2)=O)=CC=1.[CH3:48][C:49](O)=O.[CH3:52]CO. Product: [CH3:52][CH2:49][CH2:48][CH2:37][CH2:38][CH2:39][CH2:40][CH2:41][CH2:36][CH2:12][NH2:13]. The catalyst class is: 45.